Dataset: Full USPTO retrosynthesis dataset with 1.9M reactions from patents (1976-2016). Task: Predict the reactants needed to synthesize the given product. (1) Given the product [CH2:1]([C:3]1[C:8](=[O:9])[NH:7][C:6]([CH3:10])=[C:5]([C:11]2[CH:16]=[CH:15][CH:14]=[C:13]([CH2:17][N:27]3[CH2:28][CH2:29][CH:24]([N:19]4[CH2:23][CH2:22][CH2:21][CH2:20]4)[CH2:25][CH2:26]3)[N:12]=2)[CH:4]=1)[CH3:2], predict the reactants needed to synthesize it. The reactants are: [CH2:1]([C:3]1[C:8](=[O:9])[NH:7][C:6]([CH3:10])=[C:5]([C:11]2[CH:16]=[CH:15][CH:14]=[C:13]([CH:17]=O)[N:12]=2)[CH:4]=1)[CH3:2].[N:19]1([CH:24]2[CH2:29][CH2:28][NH:27][CH2:26][CH2:25]2)[CH2:23][CH2:22][CH2:21][CH2:20]1. (2) Given the product [CH3:26][S:23]([CH2:22][CH2:21][CH2:20][O:19][C:14]1[CH:15]=[CH:16][CH:17]=[C:18]2[C:13]=1[CH:12]=[CH:11][N:10]2[C:8]1[CH:7]=[CH:6][N:5]=[C:4]([NH:28][CH:29]2[CH2:34][CH2:33][CH:32]([CH2:35][OH:36])[CH2:31][CH2:30]2)[N:9]=1)(=[O:25])=[O:24], predict the reactants needed to synthesize it. The reactants are: CS([C:4]1[N:9]=[C:8]([N:10]2[C:18]3[C:13](=[C:14]([O:19][CH2:20][CH2:21][CH2:22][S:23]([CH3:26])(=[O:25])=[O:24])[CH:15]=[CH:16][CH:17]=3)[CH:12]=[CH:11]2)[CH:7]=[CH:6][N:5]=1)=O.Cl.[NH2:28][CH:29]1[CH2:34][CH2:33][CH:32]([CH2:35][OH:36])[CH2:31][CH2:30]1. (3) The reactants are: CC(OI1(OC(C)=O)(OC(C)=O)OC(=O)C2C=CC=CC1=2)=O.[Cl:23][C:24]1[CH:25]=[C:26]([CH:30]=[CH:31][CH:32]=1)[CH2:27][CH2:28][OH:29]. Given the product [Cl:23][C:24]1[CH:25]=[C:26]([CH2:27][CH:28]=[O:29])[CH:30]=[CH:31][CH:32]=1, predict the reactants needed to synthesize it. (4) Given the product [OH:1][CH2:2][CH2:3][N:4]([CH3:18])[CH:5]1[CH2:8][N:7]([C:9]([O:11][C:12]([CH3:15])([CH3:14])[CH3:13])=[O:10])[CH2:6]1, predict the reactants needed to synthesize it. The reactants are: [OH:1][CH2:2][CH2:3][NH:4][CH:5]1[CH2:8][N:7]([C:9]([O:11][C:12]([CH3:15])([CH3:14])[CH3:13])=[O:10])[CH2:6]1.C=O.[CH3:18]C(O)=O. (5) The reactants are: [Br:1][CH2:2][C@H:3]1[CH2:7][C:6]2[CH:8]=[C:9]([F:12])[CH:10]=[CH:11][C:5]=2[O:4]1.[Br:13]Br. Given the product [Br:13][C:11]1[C:5]2[O:4][C@@H:3]([CH2:2][Br:1])[CH2:7][C:6]=2[CH:8]=[C:9]([F:12])[CH:10]=1, predict the reactants needed to synthesize it. (6) Given the product [OH:1][C:2]1[CH:9]=[CH:8][C:5]([CH:6]=[O:7])=[CH:4][C:3]=1[CH2:10][N:11]1[CH2:16][CH2:15][N:14]([CH3:17])[CH2:13][CH2:12]1, predict the reactants needed to synthesize it. The reactants are: [OH:1][C:2]1[CH:9]=[CH:8][C:5]([CH:6]=[O:7])=[CH:4][CH:3]=1.[CH3:10][N:11]1[CH2:16][CH2:15][NH:14][CH2:13][CH2:12]1.[CH2:17]=O.